From a dataset of NCI-60 drug combinations with 297,098 pairs across 59 cell lines. Regression. Given two drug SMILES strings and cell line genomic features, predict the synergy score measuring deviation from expected non-interaction effect. (1) Drug 1: CC1=CC=C(C=C1)C2=CC(=NN2C3=CC=C(C=C3)S(=O)(=O)N)C(F)(F)F. Drug 2: C(CCl)NC(=O)N(CCCl)N=O. Cell line: SK-OV-3. Synergy scores: CSS=-2.87, Synergy_ZIP=0.0961, Synergy_Bliss=-2.65, Synergy_Loewe=-4.02, Synergy_HSA=-4.78. (2) Drug 1: C1CCN(CC1)CCOC2=CC=C(C=C2)C(=O)C3=C(SC4=C3C=CC(=C4)O)C5=CC=C(C=C5)O. Drug 2: C1=CN(C(=O)N=C1N)C2C(C(C(O2)CO)O)O.Cl. Cell line: SF-295. Synergy scores: CSS=2.43, Synergy_ZIP=-0.839, Synergy_Bliss=-0.761, Synergy_Loewe=-4.35, Synergy_HSA=-1.61. (3) Drug 1: CC1C(C(=O)NC(C(=O)N2CCCC2C(=O)N(CC(=O)N(C(C(=O)O1)C(C)C)C)C)C(C)C)NC(=O)C3=C4C(=C(C=C3)C)OC5=C(C(=O)C(=C(C5=N4)C(=O)NC6C(OC(=O)C(N(C(=O)CN(C(=O)C7CCCN7C(=O)C(NC6=O)C(C)C)C)C)C(C)C)C)N)C. Drug 2: CC1=C(C=C(C=C1)NC(=O)C2=CC=C(C=C2)CN3CCN(CC3)C)NC4=NC=CC(=N4)C5=CN=CC=C5. Cell line: HT29. Synergy scores: CSS=17.4, Synergy_ZIP=5.43, Synergy_Bliss=5.79, Synergy_Loewe=4.94, Synergy_HSA=6.50. (4) Drug 1: C1=CC(=CC=C1C#N)C(C2=CC=C(C=C2)C#N)N3C=NC=N3. Drug 2: CC12CCC3C(C1CCC2OP(=O)(O)O)CCC4=C3C=CC(=C4)OC(=O)N(CCCl)CCCl.[Na+]. Cell line: SNB-19. Synergy scores: CSS=20.9, Synergy_ZIP=0.964, Synergy_Bliss=6.28, Synergy_Loewe=3.15, Synergy_HSA=3.37. (5) Drug 1: CS(=O)(=O)C1=CC(=C(C=C1)C(=O)NC2=CC(=C(C=C2)Cl)C3=CC=CC=N3)Cl. Drug 2: CC1CCC2CC(C(=CC=CC=CC(CC(C(=O)C(C(C(=CC(C(=O)CC(OC(=O)C3CCCCN3C(=O)C(=O)C1(O2)O)C(C)CC4CCC(C(C4)OC)O)C)C)O)OC)C)C)C)OC. Cell line: HT29. Synergy scores: CSS=36.2, Synergy_ZIP=4.11, Synergy_Bliss=7.14, Synergy_Loewe=-12.7, Synergy_HSA=7.16. (6) Drug 1: CC1=C(C=C(C=C1)NC(=O)C2=CC=C(C=C2)CN3CCN(CC3)C)NC4=NC=CC(=N4)C5=CN=CC=C5. Drug 2: CN1C2=C(C=C(C=C2)N(CCCl)CCCl)N=C1CCCC(=O)O.Cl. Cell line: LOX IMVI. Synergy scores: CSS=-2.93, Synergy_ZIP=0.555, Synergy_Bliss=-2.43, Synergy_Loewe=-2.82, Synergy_HSA=-4.27. (7) Drug 1: CCCS(=O)(=O)NC1=C(C(=C(C=C1)F)C(=O)C2=CNC3=C2C=C(C=N3)C4=CC=C(C=C4)Cl)F. Drug 2: COC1=CC(=CC(=C1O)OC)C2C3C(COC3=O)C(C4=CC5=C(C=C24)OCO5)OC6C(C(C7C(O6)COC(O7)C8=CC=CS8)O)O. Cell line: SF-268. Synergy scores: CSS=15.5, Synergy_ZIP=-6.98, Synergy_Bliss=-2.64, Synergy_Loewe=-29.6, Synergy_HSA=-4.90. (8) Drug 1: CC12CCC3C(C1CCC2O)C(CC4=C3C=CC(=C4)O)CCCCCCCCCS(=O)CCCC(C(F)(F)F)(F)F. Drug 2: COC1=C2C(=CC3=C1OC=C3)C=CC(=O)O2. Cell line: MDA-MB-231. Synergy scores: CSS=1.20, Synergy_ZIP=1.15, Synergy_Bliss=-0.368, Synergy_Loewe=0.222, Synergy_HSA=-2.43.